From a dataset of Full USPTO retrosynthesis dataset with 1.9M reactions from patents (1976-2016). Predict the reactants needed to synthesize the given product. (1) The reactants are: [CH:1]1([C:4]2[N:13]=[C:12]([N:14]3[CH2:19][CH2:18][N:17]([C:20]4[CH:25]=[CH:24][C:23](F)=[CH:22][C:21]=4OC)[CH2:16][CH2:15]3)[C:11]3[C:6](=[CH:7][C:8]([O:31][CH3:32])=[C:9]([O:29][CH3:30])[CH:10]=3)[N:5]=2)[CH2:3][CH2:2]1.FC1C=C[C:37]([N:40]2CCNCC2)=C(OC)C=1.COC1C=CC(OC)=CC=1N1CCNCC1. Given the product [CH:1]1([C:4]2[N:13]=[C:12]([N:14]3[CH2:19][CH2:18][N:17]([C:20]4[CH:25]=[CH:24][CH:23]=[CH:22][C:21]=4[C:37]#[N:40])[CH2:16][CH2:15]3)[C:11]3[C:6](=[CH:7][C:8]([O:31][CH3:32])=[C:9]([O:29][CH3:30])[CH:10]=3)[N:5]=2)[CH2:3][CH2:2]1, predict the reactants needed to synthesize it. (2) Given the product [NH2:13][C:11](=[S:24])[C:9]([NH:8][C:6](=[O:7])[O:5][C:2]([CH3:4])([CH3:3])[CH3:1])([CH3:14])[CH3:10], predict the reactants needed to synthesize it. The reactants are: [CH3:1][C:2]([O:5][C:6]([NH:8][C:9]([CH3:14])([C:11]([NH2:13])=O)[CH3:10])=[O:7])([CH3:4])[CH3:3].COC1C=CC(P2(SP(C3C=CC(OC)=CC=3)(=S)S2)=[S:24])=CC=1. (3) Given the product [CH2:12]([CH:8]1[CH2:9][O:16][C:6](=[O:5])[CH2:7]1)[CH:13]([CH3:14])[CH3:15], predict the reactants needed to synthesize it. The reactants are: C([O:5][C:6](=[O:16])[CH2:7][CH:8]([CH2:12][CH:13]([CH3:15])[CH3:14])[C:9](O)=O)(C)(C)C.C[Si](C)(C)[N-][Si](C)(C)C.[Li+].CC(C)=CCBr.[Cl-].[NH4+]. (4) Given the product [F:29][C:26]([F:28])([F:27])[C:24]1[CH:25]=[C:20]([CH:21]=[C:22]([C:30]([F:31])([F:32])[F:33])[CH:23]=1)[CH2:19][N:12]([CH2:11][C:10]1[CH:34]=[C:35]([C:38]([F:41])([F:39])[F:40])[CH:36]=[CH:37][C:9]=1[C:3]1([O:2][CH3:1])[CH2:4][CH2:5][N:6]([C:52]([O:54][CH2:55][CH3:56])=[O:53])[CH2:7][CH2:8]1)[C:13]1[N:14]=[N:15][N:16]([CH3:18])[N:17]=1, predict the reactants needed to synthesize it. The reactants are: [CH3:1][O:2][C:3]1([C:9]2[CH:37]=[CH:36][C:35]([C:38]([F:41])([F:40])[F:39])=[CH:34][C:10]=2[CH2:11][N:12]([CH2:19][C:20]2[CH:25]=[C:24]([C:26]([F:29])([F:28])[F:27])[CH:23]=[C:22]([C:30]([F:33])([F:32])[F:31])[CH:21]=2)[C:13]2[N:14]=[N:15][N:16]([CH3:18])[N:17]=2)[CH2:8][CH2:7][NH:6][CH2:5][CH2:4]1.C(N(C(C)C)CC)(C)C.Cl[C:52]([O:54][CH2:55][CH3:56])=[O:53]. (5) Given the product [NH2:8][CH:9]1[CH2:14][CH2:13][CH2:12][N:11]([S:15]([C:18]2[C:19]3[C:20]([Br:28])=[CH:21][N:22]=[CH:23][C:24]=3[CH:25]=[CH:26][CH:27]=2)(=[O:17])=[O:16])[CH2:10]1.[ClH:43], predict the reactants needed to synthesize it. The reactants are: C(OC([NH:8][CH:9]1[CH2:14][CH2:13][CH2:12][N:11]([S:15]([C:18]2[C:19]3[C:20]([Br:28])=[CH:21][N:22]=[CH:23][C:24]=3[CH:25]=[CH:26][CH:27]=2)(=[O:17])=[O:16])[CH2:10]1)=O)(C)(C)C.BrC1C2C(S([Cl:43])(=O)=O)=CC=CC=2C=NC=1.C(OC(NC1CCCNC1)=O)(C)(C)C. (6) Given the product [OH:12][C:5]1[CH:4]=[CH:3][C:2]([NH:1][C:13](=[O:33])[CH2:14][CH2:15][CH2:16]/[CH:17]=[CH:18]\[CH2:19]/[CH:20]=[CH:21]\[CH2:22]/[CH:23]=[CH:24]\[CH2:25]/[CH:26]=[CH:27]\[CH2:28][CH2:29][CH2:30][CH2:31][CH3:32])=[CH:11][C:6]=1[C:7]([O:9][CH3:10])=[O:8], predict the reactants needed to synthesize it. The reactants are: [NH2:1][C:2]1[CH:3]=[CH:4][C:5]([OH:12])=[C:6]([CH:11]=1)[C:7]([O:9][CH3:10])=[O:8].[C:13](O)(=[O:33])[CH2:14][CH2:15][CH2:16]/[CH:17]=[CH:18]\[CH2:19]/[CH:20]=[CH:21]\[CH2:22]/[CH:23]=[CH:24]\[CH2:25]/[CH:26]=[CH:27]\[CH2:28][CH2:29][CH2:30][CH2:31][CH3:32].CCN=C=NCCCN(C)C.Cl.CN(C1C=CC=CN=1)C. (7) Given the product [Cl-:56].[N:1]1[CH:6]=[CH:5][CH:4]=[CH:3][C:2]=1[CH2:7][N:8]([CH2:39][C:40]1[CH:45]=[CH:44][CH:43]=[CH:42][N:41]=1)[CH2:9][C:10]([NH:12][C:13]1[CH:38]=[CH:37][C:16]([CH2:17][CH2:18][NH:19][C:20](=[O:36])[C@H:21]([NH:23][C:24](=[O:35])[C@H:25]([NH3+:27])[CH3:26])[CH3:22])=[CH:15][CH:14]=1)=[O:11], predict the reactants needed to synthesize it. The reactants are: [N:1]1[CH:6]=[CH:5][CH:4]=[CH:3][C:2]=1[CH2:7][N:8]([CH2:39][C:40]1[CH:45]=[CH:44][CH:43]=[CH:42][N:41]=1)[CH2:9][C:10]([NH:12][C:13]1[CH:38]=[CH:37][C:16]([CH2:17][CH2:18][NH:19][C:20](=[O:36])[C@H:21]([NH:23][C:24](=[O:35])[C@H:25]([NH:27]C(=O)OC(C)(C)C)[CH3:26])[CH3:22])=[CH:15][CH:14]=1)=[O:11].FC(F)(F)C(O)=O.CO.C(Cl)[Cl:56].